From a dataset of Peptide-MHC class II binding affinity with 134,281 pairs from IEDB. Regression. Given a peptide amino acid sequence and an MHC pseudo amino acid sequence, predict their binding affinity value. This is MHC class II binding data. The peptide sequence is EGHLRFLKNIILPVY. The MHC is DRB1_1201 with pseudo-sequence DRB1_1201. The binding affinity (normalized) is 0.785.